Dataset: M1 muscarinic receptor agonist screen with 61,833 compounds. Task: Binary Classification. Given a drug SMILES string, predict its activity (active/inactive) in a high-throughput screening assay against a specified biological target. (1) The result is 0 (inactive). The molecule is Clc1ccc(c2oc(NCc3occc3)c(n2)C#N)cc1. (2) The result is 0 (inactive). The compound is Clc1ccc(S(=O)(=O)C(c2nc3c(nc2N2CCCCC2)cccc3)C#N)cc1. (3) The compound is Clc1ccc(n2nc(SCC(=O)N3CCN(CC3)C(=O)c3occc3)sc2=S)cc1. The result is 0 (inactive). (4) The result is 0 (inactive). The drug is S(c1n(c(nn1)Cc1[nH]c(=O)[nH]c(=O)c1)c1ccccc1)CC(=O)Nc1c(OC)cccc1. (5) The molecule is OC(=O)C(NCCc1ccccc1)CC(=O)Nc1c(OC)cc(OC)cc1. The result is 0 (inactive).